From a dataset of Full USPTO retrosynthesis dataset with 1.9M reactions from patents (1976-2016). Predict the reactants needed to synthesize the given product. Given the product [OH:21][C:6]1[C:5](=[O:22])[CH:4]=[C:3]([NH:40][CH2:39][CH2:38][CH2:37][C:36]([O:35][C:31]([CH3:34])([CH3:33])[CH3:32])=[O:41])[C:2](=[O:1])[C:7]=1[CH2:8][CH2:9][CH2:10][CH2:11][CH2:12][CH2:13][CH2:14][CH2:15][CH2:16][CH2:17][CH2:18][CH2:19][CH3:20], predict the reactants needed to synthesize it. The reactants are: [OH:1][C:2]1[C:3](=O)[CH:4]=[C:5]([O:22]C)[C:6](=[O:21])[C:7]=1[CH2:8][CH2:9][CH2:10][CH2:11][CH2:12][CH2:13][CH2:14][CH2:15][CH2:16][CH2:17][CH2:18][CH2:19][CH3:20].C(=O)(O)[O-].[Na+].Cl.[C:31]([O:35][C:36](=[O:41])[CH2:37][CH2:38][CH2:39][NH2:40])([CH3:34])([CH3:33])[CH3:32].